Task: Predict the product of the given reaction.. Dataset: Forward reaction prediction with 1.9M reactions from USPTO patents (1976-2016) (1) Given the reactants [Cl:1][C:2]1[C:3]([CH3:33])=[C:4]([CH:29]=[CH:30][C:31]=1[Cl:32])[O:5][CH:6]1[CH2:11][CH2:10][N:9]([CH2:12][CH:13]2[CH2:18][CH2:17][N:16]([C@@:19]([CH3:28])([CH2:24][CH:25]([CH3:27])[CH3:26])[C:20]([O:22]C)=[O:21])[CH2:15][CH2:14]2)[CH2:8][CH2:7]1.[OH-].[Ba+2].[OH-].CN1C(=O)CCC1.O, predict the reaction product. The product is: [Cl:1][C:2]1[C:3]([CH3:33])=[C:4]([CH:29]=[CH:30][C:31]=1[Cl:32])[O:5][CH:6]1[CH2:7][CH2:8][N:9]([CH2:12][CH:13]2[CH2:14][CH2:15][N:16]([C@@:19]([CH3:28])([CH2:24][CH:25]([CH3:27])[CH3:26])[C:20]([OH:22])=[O:21])[CH2:17][CH2:18]2)[CH2:10][CH2:11]1. (2) Given the reactants C(O[C:6](=[O:26])[NH:7][C@H:8]([CH:13]([OH:25])[C:14](=[O:24])[NH:15][C@H:16]([C:18]1[CH:23]=[CH:22][CH:21]=[CH:20][CH:19]=1)[CH3:17])[CH2:9][CH2:10][CH2:11][CH3:12])(C)(C)C.FC(F)(F)C(O)=O.C(N(CC)C(C)C)(C)C.[NH:43]1[C:51]2[C:46](=[CH:47][CH:48]=[CH:49][CH:50]=2)[C:45]([CH2:52][C@H:53]([NH:57][C:58](=[O:74])[C@@H:59]([NH:61][C:62]([C:64]2[CH2:65][C:66]3[C:71]([C:72]=2[CH3:73])=[CH:70][CH:69]=[CH:68][CH:67]=3)=[O:63])[CH3:60])C(O)=O)=[CH:44]1.CN(C(ON1N=NC2C=CC=NC1=2)=[N+](C)C)C.F[P-](F)(F)(F)(F)F, predict the reaction product. The product is: [OH:25][CH:13]([C:14](=[O:24])[NH:15][C@H:16]([C:18]1[CH:19]=[CH:20][CH:21]=[CH:22][CH:23]=1)[CH3:17])[C@@H:8]([NH:7][C:6]([C@@H:53]([NH:57][C:58]([C@@H:59]([NH:61][C:62]([C:64]1[CH2:65][C:66]2[C:71]([C:72]=1[CH3:73])=[CH:70][CH:69]=[CH:68][CH:67]=2)=[O:63])[CH3:60])=[O:74])[CH2:52][C:45]1[C:46]2[C:51](=[CH:50][CH:49]=[CH:48][CH:47]=2)[NH:43][CH:44]=1)=[O:26])[CH2:9][CH2:10][CH2:11][CH3:12]. (3) Given the reactants C(Cl)(=O)C(Cl)=O.CS(C)=O.[C:11]([N:28]([CH2:32][CH2:33][CH2:34][CH2:35][CH2:36][CH2:37][CH2:38][CH2:39][CH2:40][CH3:41])[CH2:29][CH2:30][OH:31])([O:13][CH2:14][CH:15]1[C:27]2[C:22](=[CH:23][CH:24]=[CH:25][CH:26]=2)[C:21]2[C:16]1=[CH:17][CH:18]=[CH:19][CH:20]=2)=[O:12].C(N(CC)CC)C, predict the reaction product. The product is: [C:11]([N:28]([CH2:29][CH:30]=[O:31])[CH2:32][CH2:33][CH2:34][CH2:35][CH2:36][CH2:37][CH2:38][CH2:39][CH2:40][CH3:41])([O:13][CH2:14][CH:15]1[C:27]2[C:22](=[CH:23][CH:24]=[CH:25][CH:26]=2)[C:21]2[C:16]1=[CH:17][CH:18]=[CH:19][CH:20]=2)=[O:12]. (4) Given the reactants [NH2:1][C:2]1[C:11]2[N:10]=[CH:9][C:8]([CH2:12][CH2:13][C:14]3[CH:19]=[CH:18][C:17]([OH:20])=[CH:16][C:15]=3[CH3:21])=[CH:7][C:6]=2[C:5]2[CH:22]=[CH:23][C:24]([CH3:26])=[CH:25][C:4]=2[N:3]=1.[CH3:27][N:28]([CH3:33])[S:29](Cl)(=[O:31])=[O:30], predict the reaction product. The product is: [CH3:27][N:28]([CH3:33])[S:29](=[O:31])(=[O:30])[O:20][C:17]1[CH:18]=[CH:19][C:14]([CH2:13][CH2:12][C:8]2[CH:9]=[N:10][C:11]3[C:2]([NH2:1])=[N:3][C:4]4[CH:25]=[C:24]([CH3:26])[CH:23]=[CH:22][C:5]=4[C:6]=3[CH:7]=2)=[C:15]([CH3:21])[CH:16]=1.